The task is: Predict the reactants needed to synthesize the given product.. This data is from Full USPTO retrosynthesis dataset with 1.9M reactions from patents (1976-2016). (1) Given the product [N:2]1[CH:16]=[CH:17][CH:18]=[C:19]2[CH2:20][CH2:15][C@@H:7]([OH:8])[C:6]=12, predict the reactants needed to synthesize it. The reactants are: B1(C)[O:8][C:7]([C:15]2[CH:20]=[CH:19][CH:18]=[CH:17][CH:16]=2)(C2C=CC=CC=2)[C@H:6]2[N:2]1CCC2.B.C1COCC1.N1C=CC=C2CCC(=O)C=12. (2) Given the product [Br:37][C:4]1[C:5]2[O:22][CH:10]3[CH:9]([C:6]=2[CH:7]=[CH:8][CH:3]=1)[CH2:14][CH2:13][N:12]([C:15]([O:17][C:18]([CH3:21])([CH3:20])[CH3:19])=[O:16])[CH2:11]3, predict the reactants needed to synthesize it. The reactants are: CO[C:3]1[CH:8]=[CH:7][C:6]2[CH:9]3[CH2:14][CH2:13][N:12]([C:15]([O:17][C:18]([CH3:21])([CH3:20])[CH3:19])=[O:16])[CH2:11][CH:10]3[O:22][C:5]=2[CH:4]=1.C(N1CC=CC(O)C1)(OC(C)(C)C)=O.[Br:37]C1C=CC=C(Br)C=1O. (3) The reactants are: [CH2:1]([OH:5])[CH2:2][CH2:3][CH3:4].[C:6]([OH:9])(=[O:8])[CH3:7].C(O)(=[O:12])C.[CH2:14](O)[CH2:15][CH2:16]C. Given the product [CH:15]1[CH:16]=[C:2]2[C:1]([C:6]([OH:9])([OH:8])[C:7](=[O:12])[C:3]2=[CH:4][CH:14]=1)=[O:5], predict the reactants needed to synthesize it. (4) Given the product [F:28][C:29]([F:42])([F:43])[C:30]1[CH:31]=[C:32]([CH:35]=[C:36]([C:38]([F:41])([F:39])[F:40])[CH:37]=1)[CH2:33][N:13]([C:14]1[S:18][N:17]=[C:16]([CH3:19])[CH:15]=1)[CH:12]1[CH2:11][CH2:10][CH2:9][N:8]([C:20]([O:22][CH:23]([CH3:24])[CH3:25])=[O:21])[C:7]2[CH:26]=[CH:27][C:4]([Br:3])=[CH:5][C:6]1=2, predict the reactants needed to synthesize it. The reactants are: [H-].[Na+].[Br:3][C:4]1[CH:27]=[CH:26][C:7]2[N:8]([C:20]([O:22][CH:23]([CH3:25])[CH3:24])=[O:21])[CH2:9][CH2:10][CH2:11][CH:12]([NH:13][C:14]3[S:18][N:17]=[C:16]([CH3:19])[CH:15]=3)[C:6]=2[CH:5]=1.[F:28][C:29]([F:43])([F:42])[C:30]1[CH:31]=[C:32]([CH:35]=[C:36]([C:38]([F:41])([F:40])[F:39])[CH:37]=1)[CH2:33]Br.